From a dataset of Catalyst prediction with 721,799 reactions and 888 catalyst types from USPTO. Predict which catalyst facilitates the given reaction. (1) Reactant: Br[C:2]1[CH:3]=[C:4]([CH:8]2[O:13][CH2:12][CH2:11][CH2:10][O:9]2)[CH:5]=[CH:6][CH:7]=1.[Mg].[F:15][C:16]([F:24])([F:23])[C:17](=[O:22])[CH:18]=[C:19]([CH3:21])[CH3:20]. Product: [O:9]1[CH2:10][CH2:11][CH2:12][O:13][CH:8]1[C:4]1[CH:3]=[C:2]([C:19]([CH3:21])([CH3:20])[CH2:18][C:17](=[O:22])[C:16]([F:24])([F:23])[F:15])[CH:7]=[CH:6][CH:5]=1. The catalyst class is: 356. (2) Reactant: [NH2:1][C@@:2]1([CH2:9][C:10]#[CH:11])[CH2:6][CH2:5][N:4]([CH3:7])[C:3]1=[O:8].[CH3:12][C:13]([O:16][C:17](O[C:17]([O:16][C:13]([CH3:15])([CH3:14])[CH3:12])=[O:18])=[O:18])([CH3:15])[CH3:14]. Product: [CH3:7][N:4]1[CH2:5][CH2:6][C@@:2]([NH:1][C:17](=[O:18])[O:16][C:13]([CH3:15])([CH3:14])[CH3:12])([CH2:9][C:10]#[CH:11])[C:3]1=[O:8]. The catalyst class is: 2. (3) Reactant: C([O:3][C:4](=[O:33])[CH2:5][N:6]1[CH:10]=[C:9]([C:11]2[O:15][N:14]=[C:13]([C:16]3([C:20]4[CH:25]=[CH:24][C:23]([C:26]5[CH:27]=[N:28][C:29]([NH2:32])=[N:30][CH:31]=5)=[CH:22][CH:21]=4)[CH2:19][CH2:18][CH2:17]3)[N:12]=2)[CH:8]=[N:7]1)C.C1COCC1.O.[OH-].[Li+].Cl. Product: [NH2:32][C:29]1[N:30]=[CH:31][C:26]([C:23]2[CH:24]=[CH:25][C:20]([C:16]3([C:13]4[N:12]=[C:11]([C:9]5[CH:8]=[N:7][N:6]([CH2:5][C:4]([OH:33])=[O:3])[CH:10]=5)[O:15][N:14]=4)[CH2:19][CH2:18][CH2:17]3)=[CH:21][CH:22]=2)=[CH:27][N:28]=1. The catalyst class is: 72. (4) Product: [C:14]([CH2:2][C:3]1[CH:4]=[C:5]([CH:10]=[CH:11][CH:12]=1)[C:6]([O:8][CH3:9])=[O:7])#[N:18]. Reactant: Br[CH2:2][C:3]1[CH:4]=[C:5]([CH:10]=[CH:11][CH:12]=1)[C:6]([O:8][CH3:9])=[O:7].[F-].[CH2:14]([N+:18](CCCC)(CCCC)CCCC)CCC.C[Si](C#N)(C)C. The catalyst class is: 10.